This data is from Catalyst prediction with 721,799 reactions and 888 catalyst types from USPTO. The task is: Predict which catalyst facilitates the given reaction. (1) Reactant: [C:1]([O:5][C:6]([N:8]1[C:16]2[C:11](=[CH:12][C:13]([OH:17])=[CH:14][CH:15]=2)[CH:10]=[CH:9]1)=[O:7])([CH3:4])([CH3:3])[CH3:2].CC(OC(/N=N/C(OC(C)C)=O)=O)C.C1(P(C2C=CC=CC=2)C2C=CC=CC=2)C=CC=CC=1.[C:51]([O:54][C@@H:55]1[C@@H:61]([O:62][C:63](=[O:65])[CH3:64])[C@H:60]([O:66][C:67](=[O:69])[CH3:68])[CH2:59][S:58][CH:56]1O)(=[O:53])[CH3:52]. Product: [CH3:3][C:1]([O:5][C:6]([N:8]1[C:16]2[C:11](=[CH:12][C:13]([O:17][CH:56]3[S:58][CH2:59][C@@H:60]([O:66][C:67](=[O:69])[CH3:68])[C@H:61]([O:62][C:63](=[O:65])[CH3:64])[C@H:55]3[O:54][C:51](=[O:53])[CH3:52])=[CH:14][CH:15]=2)[CH:10]=[CH:9]1)=[O:7])([CH3:4])[CH3:2]. The catalyst class is: 1. (2) Reactant: [OH:1][C@H:2]1[C@H:7]2[CH2:8][C@H:4]([C@@H:5]([C:16]([O:18]CC)=[O:17])[N:6]2[C:9]([O:11][C:12]([CH3:15])([CH3:14])[CH3:13])=[O:10])[CH2:3]1.O.[OH-].[Li+]. Product: [C:12]([O:11][C:9]([N:6]1[C@H:5]([C:16]([OH:18])=[O:17])[C@H:4]2[CH2:8][C@@H:7]1[C@H:2]([OH:1])[CH2:3]2)=[O:10])([CH3:15])([CH3:13])[CH3:14]. The catalyst class is: 38.